This data is from NCI-60 drug combinations with 297,098 pairs across 59 cell lines. The task is: Regression. Given two drug SMILES strings and cell line genomic features, predict the synergy score measuring deviation from expected non-interaction effect. (1) Drug 1: C1=NC2=C(N1)C(=S)N=C(N2)N. Drug 2: C1CCC(C(C1)N)N.C(=O)(C(=O)[O-])[O-].[Pt+4]. Cell line: SF-539. Synergy scores: CSS=25.2, Synergy_ZIP=-4.91, Synergy_Bliss=-1.88, Synergy_Loewe=0.400, Synergy_HSA=0.771. (2) Drug 1: CN1CCC(CC1)COC2=C(C=C3C(=C2)N=CN=C3NC4=C(C=C(C=C4)Br)F)OC. Drug 2: C1=NC2=C(N=C(N=C2N1C3C(C(C(O3)CO)O)F)Cl)N. Cell line: KM12. Synergy scores: CSS=6.46, Synergy_ZIP=-4.67, Synergy_Bliss=-1.60, Synergy_Loewe=-25.4, Synergy_HSA=-4.03. (3) Drug 1: C1=CC(=CC=C1CC(C(=O)O)N)N(CCCl)CCCl.Cl. Drug 2: CC(C)CN1C=NC2=C1C3=CC=CC=C3N=C2N. Cell line: DU-145. Synergy scores: CSS=-0.481, Synergy_ZIP=0.207, Synergy_Bliss=0.149, Synergy_Loewe=-1.97, Synergy_HSA=-2.65.